This data is from Full USPTO retrosynthesis dataset with 1.9M reactions from patents (1976-2016). The task is: Predict the reactants needed to synthesize the given product. (1) Given the product [Br:1][C:2]1[CH:3]=[C:4]2[C:5](=[CH:6][CH:7]=1)[N:8]=[CH:9][N:10]=[C:13]2[NH:14][C:23]1[CH:24]=[CH:25][C:20]([N:15]2[CH:19]=[N:18][CH:17]=[N:16]2)=[CH:21][CH:22]=1, predict the reactants needed to synthesize it. The reactants are: [Br:1][C:2]1[CH:7]=[CH:6][C:5]([N:8]=[CH:9][N:10](C)C)=[C:4]([C:13]#[N:14])[CH:3]=1.[N:15]1([C:20]2[CH:25]=[CH:24][C:23](N)=[CH:22][CH:21]=2)[CH:19]=[N:18][CH:17]=[N:16]1.C(OCC)C. (2) The reactants are: [NH:1]1[C:5]2[CH:6]=[C:7]([N:10]3[CH:14]([C:15]4[CH:20]=[CH:19][CH:18]=[C:17]([F:21])[C:16]=4[F:22])[C:13]([CH3:23])=[C:12]([O:24][CH3:25])[C:11]3=[O:26])[CH:8]=[CH:9][C:4]=2[N:3]=[CH:2]1.C([O-])(=O)C.[NH4+]. Given the product [NH:1]1[C:5]2[CH:6]=[C:7]([N:10]3[C@H:14]([C:15]4[CH:20]=[CH:19][CH:18]=[C:17]([F:21])[C:16]=4[F:22])[C:13]([CH3:23])=[C:12]([O:24][CH3:25])[C:11]3=[O:26])[CH:8]=[CH:9][C:4]=2[N:3]=[CH:2]1, predict the reactants needed to synthesize it.